From a dataset of Catalyst prediction with 721,799 reactions and 888 catalyst types from USPTO. Predict which catalyst facilitates the given reaction. Reactant: [Cl:1][C:2]1[CH:7]=[C:6]([N+:8]([O-:10])=[O:9])[CH:5]=[CH:4][C:3]=1[OH:11].[CH3:12][N:13]1[CH2:17][CH2:16][CH:15](O)[CH2:14]1.C1(P(C2C=CC=CC=2)C2C=CC=CC=2)C=CC=CC=1.CCOC(/N=N/C(OCC)=O)=O. Product: [Cl:1][C:2]1[CH:7]=[C:6]([N+:8]([O-:10])=[O:9])[CH:5]=[CH:4][C:3]=1[O:11][CH:15]1[CH2:16][CH2:17][N:13]([CH3:12])[CH2:14]1. The catalyst class is: 7.